Dataset: Forward reaction prediction with 1.9M reactions from USPTO patents (1976-2016). Task: Predict the product of the given reaction. Given the reactants C[O:2][C:3]([C:5]1[CH:10]=[C:9]([C:11]([OH:26])([C:22]([F:25])([F:24])[F:23])[CH:12]([C:14]2[CH:19]=[CH:18][C:17]([F:20])=[CH:16][C:15]=2[Cl:21])[CH3:13])[CH:8]=[CH:7][N:6]=1)=[O:4], predict the reaction product. The product is: [Cl:21][C:15]1[CH:16]=[C:17]([F:20])[CH:18]=[CH:19][C:14]=1[CH:12]([CH3:13])[C:11]([C:9]1[CH:8]=[CH:7][N:6]=[C:5]([C:3]([OH:4])=[O:2])[CH:10]=1)([OH:26])[C:22]([F:23])([F:24])[F:25].